Dataset: NCI-60 drug combinations with 297,098 pairs across 59 cell lines. Task: Regression. Given two drug SMILES strings and cell line genomic features, predict the synergy score measuring deviation from expected non-interaction effect. Drug 1: C1=NC2=C(N=C(N=C2N1C3C(C(C(O3)CO)O)F)Cl)N. Drug 2: N.N.Cl[Pt+2]Cl. Cell line: MDA-MB-435. Synergy scores: CSS=22.2, Synergy_ZIP=-6.49, Synergy_Bliss=-0.324, Synergy_Loewe=-6.07, Synergy_HSA=0.804.